The task is: Predict the reactants needed to synthesize the given product.. This data is from Full USPTO retrosynthesis dataset with 1.9M reactions from patents (1976-2016). (1) Given the product [CH2:38]([O:5][C:4](=[O:6])[C:3]1[CH:7]=[CH:8][C:9]([NH:11][C:12]([C:14]2[CH:23]=[C:22]3[C:17]([CH2:18][CH2:19][CH2:20][N:21]3[S:24]([C:27]3[CH:32]=[C:31]([CH3:33])[CH:30]=[CH:29][C:28]=3[O:34][CH3:35])(=[O:25])=[O:26])=[CH:16][CH:15]=2)=[O:13])=[CH:10][C:2]=1[F:1])[CH3:39], predict the reactants needed to synthesize it. The reactants are: [F:1][C:2]1[CH:10]=[C:9]([NH:11][C:12]([C:14]2[CH:23]=[C:22]3[C:17]([CH2:18][CH2:19][CH2:20][N:21]3[S:24]([C:27]3[CH:32]=[C:31]([CH3:33])[CH:30]=[CH:29][C:28]=3[O:34][CH3:35])(=[O:26])=[O:25])=[CH:16][CH:15]=2)=[O:13])[CH:8]=[CH:7][C:3]=1[C:4]([OH:6])=[O:5].CO[C:38]1C=CC(C)=C[C:39]=1S(Cl)(=O)=O. (2) Given the product [CH3:1][O:2][C:3](=[O:15])[C:4]1[CH:5]=[CH:6][C:7]([CH2:10][O:11][CH2:12][CH2:13][O:14][Si:25]([C:22]([CH3:24])([CH3:23])[CH3:21])([CH3:27])[CH3:26])=[CH:8][CH:9]=1, predict the reactants needed to synthesize it. The reactants are: [CH3:1][O:2][C:3](=[O:15])[C:4]1[CH:9]=[CH:8][C:7]([CH2:10][O:11][CH2:12][CH2:13][OH:14])=[CH:6][CH:5]=1.N1C=CN=C1.[CH3:21][C:22]([Si:25](Cl)([CH3:27])[CH3:26])([CH3:24])[CH3:23]. (3) Given the product [CH:17]1(/[CH:12]=[CH:11]/[C@H:10]([C@@H:7]2[O:6][C:5](=[O:14])[C@H:4]([O:3][CH2:1][CH3:2])[C@@H:8]2[OH:9])[OH:13])[CH2:21][CH2:20][CH2:19][CH2:18]1, predict the reactants needed to synthesize it. The reactants are: [CH2:1]([O:3][C@@H:4]1[C@H:8]([OH:9])[C@H:7]([C@H:10]([OH:13])[CH:11]=[CH2:12])[O:6][C:5]1=[O:14])[CH3:2].C([CH:17]1[CH2:21][CH2:20][CH2:19][CH2:18]1)=C. (4) Given the product [N:1]1([C:7]2[CH:13]=[CH:12][C:10]([NH:11][N:14]=[C:26]([C:27](=[O:29])[CH3:28])[C:23](=[O:25])[CH3:24])=[CH:9][CH:8]=2)[CH2:2][CH2:3][O:4][CH2:5][CH2:6]1, predict the reactants needed to synthesize it. The reactants are: [N:1]1([C:7]2[CH:13]=[CH:12][C:10]([NH2:11])=[CH:9][CH:8]=2)[CH2:6][CH2:5][O:4][CH2:3][CH2:2]1.[N:14]([O-])=O.[Na+].C([O-])(=O)C.[Na+].[C:23]([CH2:26][C:27](=[O:29])[CH3:28])(=[O:25])[CH3:24]. (5) The reactants are: COCCOC.[BH4-].[Na+].[Li+].[Cl-].C([O:13][C:14](=O)[CH2:15][C:16]([C:31]#[N:32])([C:24]1[CH:29]=[CH:28][C:27]([F:30])=[CH:26][CH:25]=1)[C:17]1[CH:22]=[CH:21][C:20]([F:23])=[CH:19][CH:18]=1)C. Given the product [F:23][C:20]1[CH:19]=[CH:18][C:17]([C:16]([C:24]2[CH:25]=[CH:26][C:27]([F:30])=[CH:28][CH:29]=2)([CH2:15][CH2:14][OH:13])[C:31]#[N:32])=[CH:22][CH:21]=1, predict the reactants needed to synthesize it. (6) The reactants are: [C:1]([O-:4])(=[O:3])[CH3:2].[Na+].ClC1[C:12]([Cl:13])=[CH:11][C:10]([C:14]([F:17])([F:16])[F:15])=[CH:9][N:8]=1.[CH3:18][CH2:19]O. Given the product [Cl:13][C:12]1[C:2]([C:1]([O:4][CH2:18][CH3:19])=[O:3])=[N:8][CH:9]=[C:10]([C:14]([F:15])([F:16])[F:17])[CH:11]=1, predict the reactants needed to synthesize it. (7) Given the product [CH3:13][NH:14][C:15]([C:16]1[CH:21]=[CH:20][C:19]([NH:1][C@H:2]([C:4]([OH:6])=[O:5])[CH3:3])=[CH:18][C:17]=1[F:23])=[O:24].[CH3:13][NH:14][C:15]([C:16]1[CH:21]=[CH:20][C:19]([NH:1][C@@H:2]([C:4]([OH:6])=[O:5])[CH3:3])=[CH:18][C:17]=1[F:23])=[O:24], predict the reactants needed to synthesize it. The reactants are: [NH2:1][C@H:2]([C:4]([OH:6])=[O:5])[CH3:3].C([O-])([O-])=O.[Cs+].[Cs+].[CH3:13][NH:14][C:15](=[O:24])[C:16]1[CH:21]=[CH:20][C:19](F)=[CH:18][C:17]=1[F:23].Cl. (8) Given the product [OH:26][C:25]1[C:27]([CH2:15][CH2:16][CH:17]([CH3:20])[CH3:18])=[C:28]([OH:32])[C:29]([CH2:9][CH2:8][CH:5]([CH3:4])[CH3:6])([CH2:21][CH2:22][CH:24]([CH3:30])[CH3:25])[C:30](=[O:31])[C:24]=1[C:22](=[O:23])[CH2:21][CH2:20][C:17]1[CH:16]=[CH:15][C:14]([Br:13])=[CH:19][CH:18]=1, predict the reactants needed to synthesize it. The reactants are: BrC1C=[CH:6][C:5]([CH2:8][CH2:9]C(O)=O)=[CH:4]C=1.[Br:13][C:14]1[CH:19]=[CH:18][C:17]([CH2:20][CH2:21][C:22]([C:24]2[C:30]([OH:31])=[CH:29][C:28]([OH:32])=[CH:27][C:25]=2[OH:26])=[O:23])=[CH:16][CH:15]=1.